Dataset: Forward reaction prediction with 1.9M reactions from USPTO patents (1976-2016). Task: Predict the product of the given reaction. Given the reactants [Cl:1][C:2]1[C:3]([C:8]2[CH:16]=[CH:15][C:11]([C:12](O)=O)=[CH:10][CH:9]=2)=[N:4][CH:5]=[CH:6][CH:7]=1.[F:17][C:18]([F:28])([F:27])[C:19]1[CH:20]=[C:21]([NH2:26])[C:22]([NH2:25])=[CH:23][CH:24]=1.C([O-])(O)=O.[Na+], predict the reaction product. The product is: [Cl:1][C:2]1[C:3]([C:8]2[CH:16]=[CH:15][C:11]([C:12]3[NH:26][C:21]4[CH:20]=[C:19]([C:18]([F:17])([F:27])[F:28])[CH:24]=[CH:23][C:22]=4[N:25]=3)=[CH:10][CH:9]=2)=[N:4][CH:5]=[CH:6][CH:7]=1.